Dataset: Full USPTO retrosynthesis dataset with 1.9M reactions from patents (1976-2016). Task: Predict the reactants needed to synthesize the given product. (1) The reactants are: [CH2:1]([O:3][C:4]1[CH:9]=[CH:8][C:7]([N:10]2[C:15](=[O:16])[C:14]3[NH:17][CH:18]=[CH:19][C:13]=3[NH:12][C:11]2=[S:20])=[CH:6][CH:5]=1)[CH3:2].Cl.Cl[CH2:23][C:24]1[NH:25][CH:26]=[CH:27][N:28]=1.[I-].[Na+].C(=O)([O-])O.[Na+]. Given the product [CH2:1]([O:3][C:4]1[CH:5]=[CH:6][C:7]([N:10]2[C:15](=[O:16])[C:14]3[NH:17][CH:18]=[CH:19][C:13]=3[N:12]=[C:11]2[S:20][CH2:23][C:24]2[NH:25][CH:26]=[CH:27][N:28]=2)=[CH:8][CH:9]=1)[CH3:2], predict the reactants needed to synthesize it. (2) Given the product [O:15]=[C:4]([C:23]1[CH:24]=[N:25][C:26]2[C:31]([CH:32]=1)=[CH:30][CH:29]=[CH:28][CH:27]=2)[C@@H:5]([NH:7][C:8](=[O:14])[O:9][C:10]([CH3:11])([CH3:12])[CH3:13])[CH3:6], predict the reactants needed to synthesize it. The reactants are: CON(C)[C:4](=[O:15])[C@@H:5]([NH:7][C:8](=[O:14])[O:9][C:10]([CH3:13])([CH3:12])[CH3:11])[CH3:6].C([Mg]Cl)(C)C.Br[C:23]1[CH:24]=[N:25][C:26]2[C:31]([CH:32]=1)=[CH:30][CH:29]=[CH:28][CH:27]=2.Cl. (3) Given the product [C:1]1([C:7]2[CH:12]=[CH:11][N:10]=[C:9]([N:13]3[CH2:14][CH:15]4[CH:19]([CH2:18][N:17]([C:28]([C:27]5[CH:31]=[CH:32][CH:33]=[CH:34][C:26]=5[N:22]5[N:23]=[CH:24][CH:25]=[N:21]5)=[O:29])[CH2:16]4)[CH2:20]3)[N:8]=2)[CH:2]=[CH:3][CH:4]=[CH:5][CH:6]=1, predict the reactants needed to synthesize it. The reactants are: [C:1]1([C:7]2[CH:12]=[CH:11][N:10]=[C:9]([N:13]3[CH2:20][CH:19]4[CH:15]([CH2:16][NH:17][CH2:18]4)[CH2:14]3)[N:8]=2)[CH:6]=[CH:5][CH:4]=[CH:3][CH:2]=1.[N:21]1[N:22]([C:26]2[CH:34]=[CH:33][CH:32]=[CH:31][C:27]=2[C:28](O)=[O:29])[N:23]=[CH:24][CH:25]=1.